Predict the reaction yield, written as a fraction of the theoretical maximum amount of product (1.0 means a 100% yield; for example, 0.34 means a 34% yield). From a dataset of Reaction yield outcomes from USPTO patents with 853,638 reactions. (1) The reactants are [CH3:1][O:2][C:3](=[O:33])[C:4]1[CH:9]=[CH:8][C:7]([CH2:10][N:11]2[CH:15]=[C:14]([C:16]3[CH:21]=[CH:20][C:19]([Cl:22])=[CH:18][C:17]=3[Cl:23])[N:13]=[C:12]2/[CH:24]=[CH:25]/[C:26]2[CH:31]=[CH:30][C:29]([NH2:32])=[CH:28][CH:27]=2)=[CH:6][CH:5]=1.[C:34]1([CH3:44])[CH:39]=[CH:38][C:37]([S:40](Cl)(=[O:42])=[O:41])=[CH:36][CH:35]=1. No catalyst specified. The product is [CH3:1][O:2][C:3](=[O:33])[C:4]1[CH:9]=[CH:8][C:7]([CH2:10][N:11]2[CH:15]=[C:14]([C:16]3[CH:21]=[CH:20][C:19]([Cl:22])=[CH:18][C:17]=3[Cl:23])[N:13]=[C:12]2/[CH:24]=[CH:25]/[C:26]2[CH:27]=[CH:28][C:29]([NH:32][S:40]([C:37]3[CH:38]=[CH:39][C:34]([CH3:44])=[CH:35][CH:36]=3)(=[O:42])=[O:41])=[CH:30][CH:31]=2)=[CH:6][CH:5]=1. The yield is 0.840. (2) The reactants are [Cl:1][C:2]1[CH:10]=[C:9]2[C:5]([CH:6]=[C:7]([CH:11]=O)[NH:8]2)=[CH:4][CH:3]=1.[Cl:13][C:14]1[CH:19]=[CH:18][C:17]([NH2:20])=[CH:16][CH:15]=1.[O-]S([O-])(=O)=O.[Mg+2].C(N(CC)CC)C.[Cl:34][C:35]1[CH:40]=[CH:39][C:38]([CH2:41][C:42](Cl)=[O:43])=[CH:37][CH:36]=1. The catalyst is C(Cl)Cl. The product is [Cl:1][C:2]1[CH:10]=[C:9]2[C:5]([CH:6]=[C:7]([CH:11]3[N:20]([C:17]4[CH:18]=[CH:19][C:14]([Cl:13])=[CH:15][CH:16]=4)[C:42](=[O:43])[CH:41]3[C:38]3[CH:39]=[CH:40][C:35]([Cl:34])=[CH:36][CH:37]=3)[NH:8]2)=[CH:4][CH:3]=1. The yield is 0.250. (3) The reactants are [NH2:1][C:2]1[CH:17]=[CH:16][C:5]([O:6][C:7]2[CH:14]=[CH:13][C:12]([F:15])=[CH:11][C:8]=2[C:9]#[N:10])=[CH:4][C:3]=1[CH3:18].Cl.[N:20]([O-])=O.[Na+].CC([O-])=O.[K+]. The catalyst is CC(O)=O.O.CCOC(C)=O. The product is [F:15][C:12]1[CH:13]=[CH:14][C:7]([O:6][C:5]2[CH:4]=[C:3]3[C:2](=[CH:17][CH:16]=2)[NH:1][N:20]=[CH:18]3)=[C:8]([CH:11]=1)[C:9]#[N:10]. The yield is 0.840. (4) The yield is 0.750. The product is [F:1][C:2]1[C:7]([C:8]([F:11])([F:9])[F:10])=[CH:6][CH:5]=[CH:4][C:3]=1[C:12](=[N:13][O:14][CH2:22][C:23]1[N:28]=[C:27]([N:29]2[C:30](=[O:39])[C:31]3[C:36](=[CH:35][CH:34]=[CH:33][CH:32]=3)[C:37]2=[O:38])[CH:26]=[CH:25][CH:24]=1)[C:15]1[N:19]([CH3:20])[N:18]=[N:17][N:16]=1. The catalyst is C(#N)C. The reactants are [F:1][C:2]1[C:7]([C:8]([F:11])([F:10])[F:9])=[CH:6][CH:5]=[CH:4][C:3]=1[C:12]([C:15]1[N:19]([CH3:20])[N:18]=[N:17][N:16]=1)=[N:13][OH:14].Br[CH2:22][C:23]1[N:28]=[C:27]([N:29]2[C:37](=[O:38])[C:36]3[C:31](=[CH:32][CH:33]=[CH:34][CH:35]=3)[C:30]2=[O:39])[CH:26]=[CH:25][CH:24]=1.C(=O)([O-])[O-].[Cs+].[Cs+].[I-].[K+]. (5) The reactants are [F:1][C:2]1[CH:23]=[CH:22][C:5]([CH2:6][CH2:7][C:8]2[S:9][C:10]3[N:11]=[C:12]([NH2:21])[N:13]=[C:14](S(C)(=O)=O)[C:15]=3[N:16]=2)=[CH:4][CH:3]=1.C(N(CC)CC)C.[Cl:31][C:32]1[CH:47]=[CH:46][C:35]([O:36][CH2:37][C:38]([N:40]2[CH2:45][CH2:44][NH:43][CH2:42][CH2:41]2)=[O:39])=[CH:34][CH:33]=1. The catalyst is O1CCOCC1. The product is [NH2:21][C:12]1[N:13]=[C:14]([N:43]2[CH2:44][CH2:45][N:40]([C:38](=[O:39])[CH2:37][O:36][C:35]3[CH:46]=[CH:47][C:32]([Cl:31])=[CH:33][CH:34]=3)[CH2:41][CH2:42]2)[C:15]2[N:16]=[C:8]([CH2:7][CH2:6][C:5]3[CH:22]=[CH:23][C:2]([F:1])=[CH:3][CH:4]=3)[S:9][C:10]=2[N:11]=1. The yield is 0.850.